This data is from Full USPTO retrosynthesis dataset with 1.9M reactions from patents (1976-2016). The task is: Predict the reactants needed to synthesize the given product. (1) Given the product [O:37]1[CH:38]=[N:39][C:35]([C:32]2[CH:33]=[CH:34][C:29]([CH2:28][N:11]([C@@H:12]3[CH2:18][CH2:17][CH2:16][CH2:15][CH2:14][C@H:13]3[CH2:19][OH:20])[S:8]([C:5]3[CH:6]=[CH:7][C:2]([Cl:1])=[CH:3][CH:4]=3)(=[O:9])=[O:10])=[CH:30][CH:31]=2)=[N:36]1, predict the reactants needed to synthesize it. The reactants are: [Cl:1][C:2]1[CH:7]=[CH:6][C:5]([S:8]([NH:11][C@@H:12]2[CH2:18][CH2:17][CH2:16][CH2:15][CH2:14][C@H:13]2[CH2:19][OH:20])(=[O:10])=[O:9])=[CH:4][CH:3]=1.C(=O)([O-])[O-].[Cs+].[Cs+].Br[CH2:28][C:29]1[CH:34]=[CH:33][C:32]([C:35]2[N:39]=[CH:38][O:37][N:36]=2)=[CH:31][CH:30]=1.ClC1C=CC(S(N(CC2C=CC(C#N)=CC=2)[C@@H]2CCCCC[C@H]2CO)(=O)=O)=CC=1. (2) Given the product [F:44][CH:42]([F:43])[O:41][C:28]1[CH:27]=[CH:26][CH:25]=[C:24]2[C:29]=1[C:30]1[CH:35]=[CH:34][C:33]([NH:36][S:37]([CH3:40])(=[O:39])=[O:38])=[CH:32][C:31]=1[CH:22]([C:18]1[CH:19]=[CH:20][CH:21]=[C:16]([CH2:3][CH2:2][CH2:1][O:4][CH3:5])[CH:17]=1)[O:23]2, predict the reactants needed to synthesize it. The reactants are: [CH2:1]([O:4][CH3:5])[CH:2]=[CH2:3].B1C2CCCC1CCC2.Br[C:16]1[CH:17]=[C:18]([CH:22]2[C:31]3[CH:32]=[C:33]([NH:36][S:37]([CH3:40])(=[O:39])=[O:38])[CH:34]=[CH:35][C:30]=3[C:29]3[C:24](=[CH:25][CH:26]=[CH:27][C:28]=3[O:41][CH:42]([F:44])[F:43])[O:23]2)[CH:19]=[CH:20][CH:21]=1.ClCCl.C[O-].[Na+]. (3) Given the product [N:1]1[CH:2]=[CH:7][CH:6]=[C:5]2[C:37]=1[C:39]1[CH:44]=[CH:43][CH:42]=[CH:41][C:40]=1[CH:3]=[N:4]2, predict the reactants needed to synthesize it. The reactants are: [NH2:1][C:2]1[C:3](Cl)=[N:4][CH:5]=[CH:6][CH:7]=1.COC.C1(P(C2C=CC=CC=2)C2C=CC=CC=2)C=CC=CC=1.C(=O)([O-])[O-].[Na+].[Na+].[CH:37]([C:39]1[CH:44]=[CH:43][CH:42]=[CH:41][C:40]=1B(O)O)=O. (4) Given the product [CH2:26]([O:25][C:2]1[CH:7]=[C:6]([C:8]2[S:9][CH:10]=[C:11]([C:13]3[C:18](=[O:19])[NH:17][C:16]([CH3:20])=[C:15]([C:21]([OH:23])=[O:22])[CH:14]=3)[N:12]=2)[CH:5]=[CH:4][N:3]=1)[CH3:27], predict the reactants needed to synthesize it. The reactants are: Cl[C:2]1[CH:7]=[C:6]([C:8]2[S:9][CH:10]=[C:11]([C:13]3[C:18](=[O:19])[NH:17][C:16]([CH3:20])=[C:15]([C:21]([OH:23])=[O:22])[CH:14]=3)[N:12]=2)[CH:5]=[CH:4][N:3]=1.C[O:25][C:26]1[CH:27]=C(C=CN=1)C(N)=S. (5) Given the product [I-:10].[C:12]([CH2:11][N+:4]1[CH:5]=[CH:6][CH:7]=[C:2]([C:1]([OH:9])=[O:8])[CH:3]=1)(=[O:13])[NH2:14], predict the reactants needed to synthesize it. The reactants are: [C:1]([OH:9])(=[O:8])[C:2]1[CH:7]=[CH:6][CH:5]=[N:4][CH:3]=1.[I:10][CH2:11][C:12]([NH2:14])=[O:13].